Dataset: Catalyst prediction with 721,799 reactions and 888 catalyst types from USPTO. Task: Predict which catalyst facilitates the given reaction. (1) Reactant: CS(O[CH2:6][CH2:7][N:8]1[C:16]2[CH2:15][CH2:14][CH2:13][C@@H:12]([NH:17][C:18](=[O:37])[CH2:19][CH:20]3[C:25](=[O:26])[NH:24][CH2:23][CH2:22][N:21]3[S:27]([C:30]3[CH:36]=[CH:35][C:33]([CH3:34])=[CH:32][CH:31]=3)(=[O:29])=[O:28])[C:11]=2[CH:10]=[N:9]1)(=O)=O.[NH:38]1[CH2:43][CH2:42][CH2:41][CH2:40][CH2:39]1. Product: [O:26]=[C:25]1[NH:24][CH2:23][CH2:22][N:21]([S:27]([C:30]2[CH:31]=[CH:32][C:33]([CH3:34])=[CH:35][CH:36]=2)(=[O:28])=[O:29])[CH:20]1[CH2:19][C:18]([NH:17][C@@H:12]1[CH2:13][CH2:14][CH2:15][C:16]2[N:8]([CH2:7][CH2:6][N:38]3[CH2:43][CH2:42][CH2:41][CH2:40][CH2:39]3)[N:9]=[CH:10][C:11]1=2)=[O:37]. The catalyst class is: 2. (2) Product: [CH3:11][C:10]1[S:12][C:2]2[C:3](=[O:9])[CH2:4][CH2:5][CH2:6][C:7]=2[N:13]=1. The catalyst class is: 17. Reactant: Br[CH:2]1[C:7](=O)[CH2:6][CH2:5][CH2:4][C:3]1=[O:9].[C:10]([NH2:13])(=[S:12])[CH3:11].[Na+].[Cl-].C(O)=O. (3) The catalyst class is: 745. Reactant: Cl[C:2]1[N:3]=[N:4][C:5]([N:8]2[CH2:13][CH2:12][N:11]([CH:14]3[CH2:16][CH2:15]3)[CH2:10][CH2:9]2)=[CH:6][CH:7]=1.C(=O)([O-])[O-].[Na+].[Na+].[CH2:23]1[O:31][C:30]2[CH:29]=[CH:28][C:27](B(O)O)=[CH:26][C:25]=2[O:24]1. Product: [O:24]1[C:25]2[CH:26]=[CH:27][C:28]([C:2]3[N:3]=[N:4][C:5]([N:8]4[CH2:13][CH2:12][N:11]([CH:14]5[CH2:16][CH2:15]5)[CH2:10][CH2:9]4)=[CH:6][CH:7]=3)=[CH:29][C:30]=2[O:31][CH2:23]1. (4) Reactant: [OH:1][NH:2][C:3]([C:5]1[CH:22]=[CH:21][C:8]2[N:9]=[C:10]([N:12]3[CH2:17][CH2:16][N:15]([CH:18]([CH3:20])[CH3:19])[CH2:14][CH2:13]3)[S:11][C:7]=2[CH:6]=1)=[NH:4].[C:23](Cl)(=O)[C:24]1[CH:29]=[CH:28][CH:27]=[CH:26][CH:25]=1. Product: [CH:18]([N:15]1[CH2:14][CH2:13][N:12]([C:10]2[S:11][C:7]3[CH:6]=[C:5]([C:3]4[N:4]=[C:23]([C:24]5[CH:29]=[CH:28][CH:27]=[CH:26][CH:25]=5)[O:1][N:2]=4)[CH:22]=[CH:21][C:8]=3[N:9]=2)[CH2:17][CH2:16]1)([CH3:19])[CH3:20]. The catalyst class is: 15. (5) Reactant: [CH2:1]([C:5]1[NH:6][C:7](=O)[C:8]2[NH:13][N:12]=[C:11]([I:14])[C:9]=2[N:10]=1)[CH2:2][CH2:3][CH3:4].F[P-](F)(F)(F)(F)F.N1(O[P+](N(C)C)(N(C)C)N(C)C)C2C=CC=CC=2N=N1.N12CCCN=C1CCCCC2.[CH3:54][O:55][C:56]1[CH:57]=[C:58]([CH2:64][NH2:65])[CH:59]=[CH:60][C:61]=1[O:62][CH3:63]. Product: [CH2:1]([C:5]1[N:6]=[C:7]([NH:65][CH2:64][C:58]2[CH:59]=[CH:60][C:61]([O:62][CH3:63])=[C:56]([O:55][CH3:54])[CH:57]=2)[C:8]2[NH:13][N:12]=[C:11]([I:14])[C:9]=2[N:10]=1)[CH2:2][CH2:3][CH3:4]. The catalyst class is: 3. (6) Reactant: [CH3:1][N:2]1[CH2:7][CH2:6][CH:5]([C:8]2[CH:13]=[CH:12][C:11]([NH:14][CH:15]=O)=[C:10]([O:17][CH:18]([CH3:20])[CH3:19])[CH:9]=2)[CH2:4][CH2:3]1.CC(N=P(N1CCCC1)(N1CCCC1)N1CCCC1)(C)C.[CH3:42][O:43][C:44]1[CH:49]=[CH:48][CH:47]=[CH:46][C:45]=1[C:50]1[C:54]2[N:55]=C(S(C)(=O)=O)[N:57]=[CH:58][C:53]=2[S:52][C:51]=1[C:63]([O:65][CH3:66])=[O:64]. Product: [CH3:42][O:43][C:44]1[CH:49]=[CH:48][CH:47]=[CH:46][C:45]=1[C:50]1[C:54]2[N:55]=[C:15]([NH:14][C:11]3[CH:12]=[CH:13][C:8]([CH:5]4[CH2:6][CH2:7][N:2]([CH3:1])[CH2:3][CH2:4]4)=[CH:9][C:10]=3[O:17][CH:18]([CH3:20])[CH3:19])[N:57]=[CH:58][C:53]=2[S:52][C:51]=1[C:63]([O:65][CH3:66])=[O:64]. The catalyst class is: 39. (7) Reactant: [CH:1]1([N:6]2[CH2:12][C:11]([F:14])([F:13])[C:10](=[O:15])[N:9]([CH3:16])[C:8]3[CH:17]=[N:18][C:19]([NH:21][C:22]4[CH:30]=[CH:29][C:25]([C:26](O)=[O:27])=[CH:24][C:23]=4[C:31]([F:34])([F:33])[F:32])=[N:20][C:7]2=3)[CH2:5][CH2:4][CH2:3][CH2:2]1.ON1C2C=CC=CC=2N=N1.F[P-](F)(F)(F)(F)F.CN(C(N(C)C)=[N+]1C2C=CC=CC=2[N+]([O-])=N1)C.C(N(C(C)C)CC)(C)C.[NH2:78][CH:79]1[CH2:84][CH2:83][N:82]([CH3:85])[CH2:81][CH2:80]1. Product: [CH:1]1([N:6]2[CH2:12][C:11]([F:14])([F:13])[C:10](=[O:15])[N:9]([CH3:16])[C:8]3[CH:17]=[N:18][C:19]([NH:21][C:22]4[CH:30]=[CH:29][C:25]([C:26]([NH:78][CH:79]5[CH2:84][CH2:83][N:82]([CH3:85])[CH2:81][CH2:80]5)=[O:27])=[CH:24][C:23]=4[C:31]([F:33])([F:34])[F:32])=[N:20][C:7]2=3)[CH2:5][CH2:4][CH2:3][CH2:2]1. The catalyst class is: 9.